From a dataset of Full USPTO retrosynthesis dataset with 1.9M reactions from patents (1976-2016). Predict the reactants needed to synthesize the given product. (1) The reactants are: [NH2:1][CH:2]1[CH2:7][CH2:6][N:5]([C:8]([O:10][C:11]([CH3:14])([CH3:13])[CH3:12])=[O:9])[CH2:4][CH2:3]1.[F:15][C:16]1[CH:17]=[C:18]([N:22]=[C:23]=[O:24])[CH:19]=[CH:20][CH:21]=1.O. Given the product [F:15][C:16]1[CH:17]=[C:18]([NH:22][C:23](=[O:24])[NH:1][CH:2]2[CH2:3][CH2:4][N:5]([C:8]([O:10][C:11]([CH3:14])([CH3:13])[CH3:12])=[O:9])[CH2:6][CH2:7]2)[CH:19]=[CH:20][CH:21]=1, predict the reactants needed to synthesize it. (2) Given the product [C:1]([O:5][C:6]([N:8]1[CH2:9][CH2:10][N:11]([CH2:14][CH2:15][CH2:16][NH:17][C:35]2[N:34]=[C:33]([C:30]3[S:29][C:28]4[CH:27]=[CH:26][CH:25]=[C:24]([C:22](=[O:23])[NH:21][CH:18]5[CH2:19][CH2:20]5)[C:32]=4[CH:31]=3)[C:38]([F:39])=[CH:37][N:36]=2)[CH2:12][CH2:13]1)=[O:7])([CH3:4])([CH3:3])[CH3:2], predict the reactants needed to synthesize it. The reactants are: [C:1]([O:5][C:6]([N:8]1[CH2:13][CH2:12][N:11]([CH2:14][CH2:15][CH2:16][NH2:17])[CH2:10][CH2:9]1)=[O:7])([CH3:4])([CH3:3])[CH3:2].[CH:18]1([NH:21][C:22]([C:24]2[C:32]3[CH:31]=[C:30]([C:33]4[C:38]([F:39])=[CH:37][N:36]=[C:35](Cl)[N:34]=4)[S:29][C:28]=3[CH:27]=[CH:26][CH:25]=2)=[O:23])[CH2:20][CH2:19]1.C(N(C(C)C)CC)(C)C.